From a dataset of Reaction yield outcomes from USPTO patents with 853,638 reactions. Predict the reaction yield, written as a fraction of the theoretical maximum amount of product (1.0 means a 100% yield; for example, 0.34 means a 34% yield). (1) The reactants are C(OC([N:8]1[CH:12]=[CH:11][CH:10]=[C:9]1[C:13]1[CH:14]=[C:15]([C:32]([F:35])([F:34])[F:33])[C:16]2[N:17]([C:19]([Cl:31])=[C:20]([C:22](=[O:30])[NH:23][CH2:24][C:25]3[S:26][CH:27]=[CH:28][CH:29]=3)[N:21]=2)[CH:18]=1)=O)(C)(C)C.Cl. No catalyst specified. The product is [S:26]1[CH:27]=[CH:28][CH:29]=[C:25]1[CH2:24][NH:23][C:22]([C:20]1[N:21]=[C:16]2[C:15]([C:32]([F:33])([F:35])[F:34])=[CH:14][C:13]([C:9]3[NH:8][CH:12]=[CH:11][CH:10]=3)=[CH:18][N:17]2[C:19]=1[Cl:31])=[O:30]. The yield is 0.390. (2) The yield is 0.970. The reactants are [NH:1]([C:8]1[N:9]([C:21]2[CH:26]=[CH:25][CH:24]=[CH:23][CH:22]=2)[C:10]2[C:15]([C:16](=[O:18])[CH:17]=1)=[CH:14][C:13]([F:19])=[C:12]([Cl:20])[N:11]=2)[C:2]1[CH:7]=[CH:6][CH:5]=[CH:4][CH:3]=1.[Li]N1C(C)(C)CCCC1(C)C.CC1(C)CCCC(C)(C)N1.[Li]CCCC.[CH:53](=[O:56])[CH2:54][CH3:55]. The catalyst is C1COCC1. The product is [NH:1]([C:8]1[N:9]([C:21]2[CH:26]=[CH:25][CH:24]=[CH:23][CH:22]=2)[C:10]2[C:15]([C:16](=[O:18])[CH:17]=1)=[C:14]([CH:53]([OH:56])[CH2:54][CH3:55])[C:13]([F:19])=[C:12]([Cl:20])[N:11]=2)[C:2]1[CH:7]=[CH:6][CH:5]=[CH:4][CH:3]=1. (3) The reactants are C[O:2][C:3]1[CH:8]=[CH:7][CH:6]=[C:5]([O:9]C)[C:4]=1[C:11]1[C:19]2[C:14](=[N:15][CH:16]=[C:17]([C:20]3[CH:21]=[C:22]([OH:26])[CH:23]=[CH:24][CH:25]=3)[CH:18]=2)[NH:13][CH:12]=1.B(Br)(Br)Br. The catalyst is ClCCl. The product is [OH:26][C:22]1[CH:21]=[C:20]([C:17]2[CH:18]=[C:19]3[C:11]([C:4]4[C:5]([OH:9])=[CH:6][CH:7]=[CH:8][C:3]=4[OH:2])=[CH:12][NH:13][C:14]3=[N:15][CH:16]=2)[CH:25]=[CH:24][CH:23]=1. The yield is 0.810. (4) The reactants are [CH2:1]([C:8]1[CH:9]=[N:10][CH:11]=[CH:12][CH:13]=1)[C:2]1[CH:7]=[CH:6][CH:5]=[CH:4][CH:3]=1.[ClH:14]. The catalyst is CO.O=[Pt]=O. The product is [ClH:14].[CH2:1]([CH:8]1[CH2:13][CH2:12][CH2:11][NH:10][CH2:9]1)[C:2]1[CH:7]=[CH:6][CH:5]=[CH:4][CH:3]=1. The yield is 0.680. (5) The reactants are [C:1]([C:3]1[CH:4]=[C:5]([C:11]2[N:12]=[CH:13][N:14]([C:16]([N:18]([CH:20]3[CH2:25][CH2:24][CH2:23][CH2:22][CH2:21]3)[CH3:19])=[O:17])[CH:15]=2)[CH:6]=[CH:7][C:8]=1[O:9][CH3:10])#[N:2].C([Sn](CCCC)=O)CCC.[N:36]([Si](C)(C)C)=[N+:37]=[N-:38]. The catalyst is C1(C)C=CC=CC=1. The product is [CH:20]1([N:18]([CH3:19])[C:16]([N:14]2[CH:15]=[C:11]([C:5]3[CH:6]=[CH:7][C:8]([O:9][CH3:10])=[C:3]([C:1]4[N:36]=[N:37][NH:38][N:2]=4)[CH:4]=3)[N:12]=[CH:13]2)=[O:17])[CH2:25][CH2:24][CH2:23][CH2:22][CH2:21]1. The yield is 0.540. (6) No catalyst specified. The product is [I:1][C:2]1[CH:7]=[CH:6][C:5]([O:8][CH2:17][CH2:18][CH:19]2[CH2:24][CH2:23][CH:22]3[CH2:25][CH:20]2[C:21]3([CH3:26])[CH3:27])=[CH:4][CH:3]=1. The reactants are [I:1][C:2]1[CH:7]=[CH:6][C:5]([OH:8])=[CH:4][CH:3]=1.[H-].[Na+].CN(C=O)C.Br[CH2:17][CH2:18][CH:19]1[CH2:24][CH2:23][CH:22]2[CH2:25][CH:20]1[C:21]2([CH3:27])[CH3:26]. The yield is 0.730. (7) The reactants are [CH3:1][Si:2]([CH3:13])([CH3:12])[CH2:3][CH2:4][O:5][CH2:6][N:7]1[CH:11]=[CH:10][N:9]=[CH:8]1.N#C[Br:16].CCOC(C)=O. The catalyst is C(#N)C. The product is [Br:16][C:8]1[N:7]([CH2:6][O:5][CH2:4][CH2:3][Si:2]([CH3:13])([CH3:12])[CH3:1])[CH:11]=[CH:10][N:9]=1. The yield is 0.320. (8) The yield is 0.880. The product is [NH:8]1[CH2:14][CH2:13][CH2:12][CH:11]([O:15][CH2:16][C:17]2[C:18]([C:25]3[C:26]([Cl:32])=[CH:27][CH:28]=[CH:29][C:30]=3[Cl:31])=[N:19][O:20][C:21]=2[CH:22]2[CH2:23][CH2:24]2)[CH2:10][CH2:9]1. The catalyst is C(Cl)Cl. The reactants are C(OC([N:8]1[CH2:14][CH2:13][CH2:12][CH:11]([O:15][CH2:16][C:17]2[C:18]([C:25]3[C:30]([Cl:31])=[CH:29][CH:28]=[CH:27][C:26]=3[Cl:32])=[N:19][O:20][C:21]=2[CH:22]2[CH2:24][CH2:23]2)[CH2:10][CH2:9]1)=O)(C)(C)C.FC(F)(F)C(O)=O. (9) The reactants are C[Si]([N-][Si](C)(C)C)(C)C.[Na+].[Br:11][C:12]1[CH:17]=[C:16]([CH3:18])[CH:15]=[CH:14][N:13]=1.C[O:20][C:21](=O)[C:22]1[CH:27]=[CH:26][CH:25]=[C:24]([CH3:28])[N:23]=1.C(OCC)C. The catalyst is C1COCC1. The product is [Br:11][C:12]1[CH:17]=[C:16]([CH2:18][C:21]([C:22]2[CH:27]=[CH:26][CH:25]=[C:24]([CH3:28])[N:23]=2)=[O:20])[CH:15]=[CH:14][N:13]=1. The yield is 0.700.